Dataset: Forward reaction prediction with 1.9M reactions from USPTO patents (1976-2016). Task: Predict the product of the given reaction. Given the reactants [OH:1][C:2]1[CH:7]=[C:6]([Cl:8])[N:5]=[N:4][C:3]=1Cl.[CH:10]1([C:13]2[CH:18]=[CH:17][CH:16]=[C:15]([CH3:19])[C:14]=2[OH:20])[CH2:12][CH2:11]1.C(N(CCC)C1C=CC=CC=1)CC.[OH-].[K+].Cl, predict the reaction product. The product is: [Cl:8][C:6]1[N:5]=[N:4][C:3]([O:20][C:14]2[C:15]([CH3:19])=[CH:16][CH:17]=[CH:18][C:13]=2[CH:10]2[CH2:11][CH2:12]2)=[C:2]([OH:1])[CH:7]=1.